This data is from Forward reaction prediction with 1.9M reactions from USPTO patents (1976-2016). The task is: Predict the product of the given reaction. (1) Given the reactants [CH3:1][O:2][C:3]([C:5]1[CH:10]([C:11]2[CH:16]=[CH:15][C:14]([C:17]#[N:18])=[CH:13][CH:12]=2)[N:9]2[C:19](=[O:32])[N:20]([CH2:22][CH2:23][CH2:24][S:25]([CH2:28][CH2:29][CH2:30][OH:31])(=[O:27])=[O:26])[N:21]=[C:8]2[N:7]([C:33]2[CH:38]=[CH:37][CH:36]=[C:35]([C:39]([F:42])([F:41])[F:40])[CH:34]=2)[C:6]=1[CH3:43])=[O:4].[H-].[Na+].[C:46]1(C)[C:47]([S:52](Cl)(=[O:54])=[O:53])=[CH:48][CH:49]=[CH:50][CH:51]=1.[CH2:57]1COCC1, predict the reaction product. The product is: [CH3:1][O:2][C:3]([C:5]1[CH:10]([C:11]2[CH:12]=[CH:13][C:14]([C:17]#[N:18])=[CH:15][CH:16]=2)[N:9]2[C:19](=[O:32])[N:20]([CH2:22][CH2:23][CH2:24][S:25]([CH2:28][CH2:29][CH2:30][O:31][S:52]([C:47]3[CH:46]=[CH:51][C:50]([CH3:57])=[CH:49][CH:48]=3)(=[O:53])=[O:54])(=[O:26])=[O:27])[N:21]=[C:8]2[N:7]([C:33]2[CH:38]=[CH:37][CH:36]=[C:35]([C:39]([F:40])([F:42])[F:41])[CH:34]=2)[C:6]=1[CH3:43])=[O:4]. (2) Given the reactants Cl[C:2]1[C:11]([C:12]([O:14][CH2:15][CH3:16])=[O:13])=[C:10]([OH:17])[C:9]2[C:8](=[O:18])[CH2:7][C:6]3([CH2:21][CH2:20][CH2:19]3)[CH2:5][C:4]=2[N:3]=1.[C:22](=[O:25])([O-])[O-].[Cs+].[Cs+], predict the reaction product. The product is: [O:25]1[CH2:22][CH:5]=[C:4]([C:2]2[C:11]([C:12]([O:14][CH2:15][CH3:16])=[O:13])=[C:10]([OH:17])[C:9]3[C:8](=[O:18])[CH2:7][C:6]4([CH2:21][CH2:20][CH2:19]4)[CH2:5][C:4]=3[N:3]=2)[CH2:9][CH2:8]1.